Dataset: Full USPTO retrosynthesis dataset with 1.9M reactions from patents (1976-2016). Task: Predict the reactants needed to synthesize the given product. (1) Given the product [Cl:26][C:27]1[CH:32]=[C:31]([F:33])[CH:30]=[CH:29][C:28]=1[CH2:34][NH:35][C:13](=[O:15])[C@@H:5]1[CH2:4][CH2:3][C:2](=[O:1])[N:6]1[C:7]1[CH:8]=[CH:9][CH:10]=[CH:11][CH:12]=1, predict the reactants needed to synthesize it. The reactants are: [O:1]=[C:2]1[N:6]([C:7]2[CH:12]=[CH:11][CH:10]=[CH:9][CH:8]=2)[C@H:5]([C:13]([OH:15])=O)[CH2:4][CH2:3]1.ON1C2C=CC=CC=2N=N1.[Cl:26][C:27]1[CH:32]=[C:31]([F:33])[CH:30]=[CH:29][C:28]=1[CH2:34][NH2:35].C(N1CCOCC1)C.Cl.CN(C)CCCN=C=NCC. (2) Given the product [Br:1][C:2]1[CH:6]=[N:5][N:4]([CH:7]([CH3:9])[CH3:8])[C:3]=1[C:10]1[CH:11]=[C:12]([NH:18][C:27]([NH:26][C:23]2[CH:24]=[CH:25][C:20]([F:19])=[CH:21][CH:22]=2)=[O:28])[CH:13]=[CH:14][C:15]=1[O:16][CH3:17], predict the reactants needed to synthesize it. The reactants are: [Br:1][C:2]1[CH:6]=[N:5][N:4]([CH:7]([CH3:9])[CH3:8])[C:3]=1[C:10]1[CH:11]=[C:12]([NH2:18])[CH:13]=[CH:14][C:15]=1[O:16][CH3:17].[F:19][C:20]1[CH:25]=[CH:24][C:23]([N:26]=[C:27]=[O:28])=[CH:22][CH:21]=1. (3) Given the product [C:1]([O:5][C:6]([NH:8][C:9]1[CH:14]=[CH:13][C:12]([CH:15]2[CH2:16][CH2:17][N:18]([C:21]([O:23][C:24]([CH3:27])([CH3:26])[CH3:25])=[O:22])[CH2:19][CH2:20]2)=[CH:11][C:10]=1[F:28])=[O:7])([CH3:4])([CH3:3])[CH3:2], predict the reactants needed to synthesize it. The reactants are: [C:1]([O:5][C:6]([NH:8][C:9]1[CH:14]=[CH:13][C:12]([C:15]2[CH2:20][CH2:19][N:18]([C:21]([O:23][C:24]([CH3:27])([CH3:26])[CH3:25])=[O:22])[CH2:17][CH:16]=2)=[CH:11][C:10]=1[F:28])=[O:7])([CH3:4])([CH3:3])[CH3:2]. (4) Given the product [Cl:1][C:2]1[CH:7]=[CH:6][C:5]([C:8]2[CH:9]=[C:10]([C:19]([CH3:22])([CH3:23])[CH2:20][NH:21][C:32](=[O:33])[CH2:31][N:25]3[CH2:30][CH2:29][O:28][CH2:27][CH2:26]3)[O:11][C:12]=2[C:13]2[CH:14]=[CH:15][N:16]=[CH:17][CH:18]=2)=[CH:4][C:3]=1[OH:24], predict the reactants needed to synthesize it. The reactants are: [Cl:1][C:2]1[CH:7]=[CH:6][C:5]([C:8]2[CH:9]=[C:10]([C:19]([CH3:23])([CH3:22])[CH2:20][NH2:21])[O:11][C:12]=2[C:13]2[CH:18]=[CH:17][N:16]=[CH:15][CH:14]=2)=[CH:4][C:3]=1[OH:24].[N:25]1([CH2:31][C:32](O)=[O:33])[CH2:30][CH2:29][O:28][CH2:27][CH2:26]1. (5) Given the product [F:20][CH:19]([F:21])[O:18][C:15]1[CH:16]=[CH:17][C:12]([C:10](=[O:11])[C:9]([C:4]2[CH:5]=[CH:6][C:7]([F:8])=[C:2]([C:26]#[C:25][CH2:24][CH2:23][OH:27])[CH:3]=2)=[O:22])=[CH:13][CH:14]=1, predict the reactants needed to synthesize it. The reactants are: Br[C:2]1[CH:3]=[C:4]([C:9](=[O:22])[C:10]([C:12]2[CH:17]=[CH:16][C:15]([O:18][CH:19]([F:21])[F:20])=[CH:14][CH:13]=2)=[O:11])[CH:5]=[CH:6][C:7]=1[F:8].[CH2:23]([OH:27])[CH2:24][C:25]#[CH:26].[Al].